Dataset: Reaction yield outcomes from USPTO patents with 853,638 reactions. Task: Predict the reaction yield, written as a fraction of the theoretical maximum amount of product (1.0 means a 100% yield; for example, 0.34 means a 34% yield). (1) The reactants are C(N([P:8]([N:12]([CH:16]([CH3:18])[CH3:17])[CH:13]([CH3:15])[CH3:14])(Cl)([O-:10])[O-:9])C(C)C)(C)C.[CH3:19][O:20][C:21]1[CH:58]=[CH:57][C:24]([C:25]([O:40][CH2:41][C@H:42]2[O:46][C@@H:45]([N:47]3[CH:55]=[C:53]([CH3:54])[C:51](=[O:52])[NH:50][C:48]3=[O:49])[CH2:44][C@@H:43]2[OH:56])([C:34]2[CH:39]=[CH:38][CH:37]=[CH:36][CH:35]=2)[C:26]2[CH:31]=[CH:30][C:29]([O:32][CH3:33])=[CH:28][CH:27]=2)=[CH:23][CH:22]=1.C(N(C(C)C)C(C)C)C.[C:68]([O:71][C@@H:72]1[C@@H:84]([O:85][C:86](=[O:88])[CH3:87])[C@@H:83]([O:89][C:90](=[O:92])[CH3:91])[C@@H:82]([CH2:93][O:94][C:95](=[O:97])[CH3:96])[O:81][C@H:73]1[O:74][CH2:75][CH2:76][O:77][CH2:78][CH2:79]O)(=[O:70])[CH3:69].N1C=NN=N1. The catalyst is ClCCl. The product is [CH3:19][O:20][C:21]1[CH:58]=[CH:57][C:24]([C:25]([O:40][CH2:41][C@H:42]2[O:46][C@@H:45]([N:47]3[CH:55]=[C:53]([CH3:54])[C:51](=[O:52])[NH:50][C:48]3=[O:49])[CH2:44][C@@H:43]2[O:56][P:8]([N:12]([CH:13]([CH3:14])[CH3:15])[CH:16]([CH3:17])[CH3:18])([O:9][CH2:79][CH2:78][O:77][CH2:76][CH2:75][O:74][C@@H:73]2[O:81][C@H:82]([CH2:93][O:94][C:95](=[O:97])[CH3:96])[C@H:83]([O:89][C:90](=[O:92])[CH3:91])[C@H:84]([O:85][C:86](=[O:88])[CH3:87])[C@H:72]2[O:71][C:68](=[O:70])[CH3:69])=[O:10])([C:34]2[CH:35]=[CH:36][CH:37]=[CH:38][CH:39]=2)[C:26]2[CH:31]=[CH:30][C:29]([O:32][CH3:33])=[CH:28][CH:27]=2)=[CH:23][CH:22]=1. The yield is 0.848. (2) The catalyst is C1(C)C=CC=CC=1.C(Cl)(Cl)Cl. The reactants are [Cl:1][CH2:2][CH2:3][N:4]=[C:5]=[O:6].[CH:7]1[C:16]2[C:11](=[CH:12][CH:13]=[CH:14][CH:15]=2)[CH:10]=[CH:9][C:8]=1[NH2:17].CO. The yield is 0.830. The product is [Cl:1][CH2:2][CH2:3][NH:4][C:5]([NH:17][C:8]1[CH:9]=[CH:10][C:11]2[C:16](=[CH:15][CH:14]=[CH:13][CH:12]=2)[CH:7]=1)=[O:6]. (3) The reactants are [CH3:1][O:2][CH:3]1[CH2:7][CH2:6][NH:5][CH2:4]1.C1C=CC(P(C2C(C3C(P(C4C=CC=CC=4)C4C=CC=CC=4)=CC=C4C=3C=CC=C4)=C3C(C=CC=C3)=CC=2)C2C=CC=CC=2)=CC=1.C(=O)([O-])[O-].[Cs+].[Cs+].[Br:60][C:61]1[CH:66]=[CH:65][CH:64]=[C:63](Br)[CH:62]=1. The catalyst is C1(C)C=CC=CC=1.C([O-])(=O)C.[Pd+2].C([O-])(=O)C. The product is [Br:60][C:61]1[CH:62]=[C:63]([N:5]2[CH2:6][CH2:7][CH:3]([O:2][CH3:1])[CH2:4]2)[CH:64]=[CH:65][CH:66]=1. The yield is 0.640. (4) The reactants are [CH3:1][C:2]1[N:11]([C:12]2[CH:17]=[CH:16][CH:15]=[CH:14][CH:13]=2)[C:10](=[O:18])[C:9]2[C:4](=[CH:5][CH:6]=[CH:7][CH:8]=2)[N:3]=1.[OH:19][C:20]1[C:27]([O:28]C)=[CH:26][CH:25]=[CH:24][C:21]=1[CH:22]=O.CC([O-])=O.[Na+]. The catalyst is CC(O)=O. The product is [OH:19][C:20]1[C:27]([OH:28])=[CH:26][CH:25]=[CH:24][C:21]=1[CH:22]=[CH:1][C:2]1[N:11]([C:12]2[CH:17]=[CH:16][CH:15]=[CH:14][CH:13]=2)[C:10](=[O:18])[C:9]2[C:4](=[CH:5][CH:6]=[CH:7][CH:8]=2)[N:3]=1. The yield is 0.750. (5) The reactants are CCO.C1(C)C(S([N:13]2[CH:17]=[CH:16][CH:15]=[C:14]2[C:18](=[O:32])[C:19]2[CH:24]=[CH:23][C:22]([NH:25]C(=O)C(F)(F)F)=[CH:21][CH:20]=2)(=O)=O)=CC=CC=1.[OH-].[K+]. The catalyst is CCOC(C)=O. The product is [NH2:25][C:22]1[CH:23]=[CH:24][C:19]([C:18]([C:14]2[NH:13][CH:17]=[CH:16][CH:15]=2)=[O:32])=[CH:20][CH:21]=1. The yield is 0.940. (6) The reactants are Cl.[Br:2][C:3]1[CH:4]=[C:5]([NH:9][NH2:10])[CH:6]=[CH:7][CH:8]=1.C(Cl)(Cl)(Cl)Cl.C(N(CC)CC)C.C(O[C:26]1([CH:38]=[CH:37][CH:36]=[CH:35][CH2:34]1)[CH:27]=[N:28][C:29](=O)[CH2:30][CH2:31][CH3:32])C. The catalyst is C(Cl)(Cl)Cl. The product is [Br:2][C:3]1[CH:4]=[C:5]([N:9]2[C:29]([CH2:30][CH2:31][CH3:32])=[N:28][C:27]([C:26]3[CH:34]=[CH:35][CH:36]=[CH:37][CH:38]=3)=[N:10]2)[CH:6]=[CH:7][CH:8]=1. The yield is 0.470.